This data is from Forward reaction prediction with 1.9M reactions from USPTO patents (1976-2016). The task is: Predict the product of the given reaction. (1) Given the reactants [CH3:1][N:2]1[C:14]2[CH2:13][CH2:12][CH:11]([CH:15]3[CH2:20][CH2:19][O:18][CH2:17][CH2:16]3)[CH2:10][C:9]=2[C:8]2[C:3]1=[CH:4][CH:5]=[C:6]([C:21]([N:23]1[CH2:27][CH2:26][CH:25]([C:28](OC)=[O:29])[CH2:24]1)=[O:22])[CH:7]=2.[OH-].[Li+].C(N(CC)C(C)C)(C)C.Cl.[F:44][CH2:45][CH2:46][NH2:47].F[P-](F)(F)(F)(F)F.N1(OC(N(C)C)=[N+](C)C)C2N=CC=CC=2N=N1, predict the reaction product. The product is: [F:44][CH2:45][CH2:46][NH:47][C:28]([CH:25]1[CH2:26][CH2:27][N:23]([C:21]([C:6]2[CH:7]=[C:8]3[C:3](=[CH:4][CH:5]=2)[N:2]([CH3:1])[C:14]2[CH2:13][CH2:12][CH:11]([CH:15]4[CH2:20][CH2:19][O:18][CH2:17][CH2:16]4)[CH2:10][C:9]3=2)=[O:22])[CH2:24]1)=[O:29]. (2) Given the reactants C(=O)([O-])[O-].[K+].[K+].Br[CH2:8][C:9]([O:11][C:12]([CH3:15])([CH3:14])[CH3:13])=[O:10].[NH:16]1[CH:20]=[CH:19][N:18]=[C:17]1[CH:21]=[O:22], predict the reaction product. The product is: [CH:21]([C:17]1[N:16]([CH2:8][C:9]([O:11][C:12]([CH3:15])([CH3:14])[CH3:13])=[O:10])[CH:20]=[CH:19][N:18]=1)=[O:22].